Dataset: CYP2C9 inhibition data for predicting drug metabolism from PubChem BioAssay. Task: Regression/Classification. Given a drug SMILES string, predict its absorption, distribution, metabolism, or excretion properties. Task type varies by dataset: regression for continuous measurements (e.g., permeability, clearance, half-life) or binary classification for categorical outcomes (e.g., BBB penetration, CYP inhibition). Dataset: cyp2c9_veith. (1) The compound is O=c1c(-c2cccc(Cl)c2)nc2cncnc2n1Cc1ccc(F)cc1. The result is 1 (inhibitor). (2) The drug is c1cncc(-c2nccc(NCc3cccs3)n2)c1. The result is 1 (inhibitor).